From a dataset of Retrosynthesis with 50K atom-mapped reactions and 10 reaction types from USPTO. Predict the reactants needed to synthesize the given product. (1) The reactants are: Nc1ccc(O)cc1F.O=C1OC(=O)C2=C1CCCC2. Given the product O=C1C2=C(CCCC2)C(=O)N1c1ccc(O)cc1F, predict the reactants needed to synthesize it. (2) The reactants are: CC(=O)SCC(C(=O)O)C(C)c1ccccc1.C[C@H](N)C(=O)OCc1ccccc1. Given the product CC(=O)SCC(C(=O)N[C@@H](C)C(=O)OCc1ccccc1)C(C)c1ccccc1, predict the reactants needed to synthesize it. (3) The reactants are: CC1(C)CC(N)CC(C)(C)N1.O=C(O)c1cc([N+](=O)[O-])c(Sc2c(Cl)cncc2Cl)s1. Given the product CC1(C)CC(NC(=O)c2cc([N+](=O)[O-])c(Sc3c(Cl)cncc3Cl)s2)CC(C)(C)N1, predict the reactants needed to synthesize it.